This data is from Reaction yield outcomes from USPTO patents with 853,638 reactions. The task is: Predict the reaction yield, written as a fraction of the theoretical maximum amount of product (1.0 means a 100% yield; for example, 0.34 means a 34% yield). The reactants are [Cl:1][C:2]1[N:3]=[C:4]2[C:12]([CH3:13])=[CH:11][CH:10]=[CH:9][N:5]2[C:6](=[O:8])[CH:7]=1.F[B-](F)(F)F.[O:19]=[N+:20]=[O:21].S1(CCCC1)(=O)=O.[OH-].[Na+]. The catalyst is O. The product is [Cl:1][C:2]1[N:3]=[C:4]2[C:12]([CH3:13])=[CH:11][CH:10]=[CH:9][N:5]2[C:6](=[O:8])[C:7]=1[N+:20]([O-:21])=[O:19]. The yield is 0.700.